From a dataset of Reaction yield outcomes from USPTO patents with 853,638 reactions. Predict the reaction yield, written as a fraction of the theoretical maximum amount of product (1.0 means a 100% yield; for example, 0.34 means a 34% yield). (1) The reactants are [C:1]([N:4]1[CH2:9][CH2:8][N:7]([C:10]([O:12][CH2:13][C:14]2[CH:19]=[CH:18][CH:17]=[CH:16][CH:15]=2)=[O:11])[CH2:6][CH2:5]1)(=[S:3])[NH2:2].Br[CH2:21][C:22]([C:24]1[CH:29]=[CH:28][CH:27]=[CH:26][C:25]=1[F:30])=O.C(N(C(C)C)CC)(C)C.C1COCC1. The catalyst is O. The product is [F:30][C:25]1[CH:26]=[CH:27][CH:28]=[CH:29][C:24]=1[C:22]1[N:2]=[C:1]([N:4]2[CH2:5][CH2:6][N:7]([C:10]([O:12][CH2:13][C:14]3[CH:19]=[CH:18][CH:17]=[CH:16][CH:15]=3)=[O:11])[CH2:8][CH2:9]2)[S:3][CH:21]=1. The yield is 0.270. (2) The reactants are C(OC([N:8]1[CH2:13][CH2:12][C@@H:11]([C:14]2[CH:15]=[C:16]3[C:25](=[CH:26][C:27]=2[C:28]2[C:33]([F:34])=[CH:32][CH:31]=[CH:30][C:29]=2[F:35])[O:24][CH2:23][C:22]2[N:17]3[C@H:18]([CH3:37])[C:19](=[O:36])[NH:20][N:21]=2)[C@@H:10]([CH3:38])[CH2:9]1)=O)(C)(C)C.[ClH:39]. The product is [ClH:39].[F:34][C:33]1[CH:32]=[CH:31][CH:30]=[C:29]([F:35])[C:28]=1[C:27]1[CH:26]=[C:25]2[C:16]([N:17]3[C:22]([CH2:23][O:24]2)=[N:21][NH:20][C:19](=[O:36])[C@H:18]3[CH3:37])=[CH:15][C:14]=1[C@@H:11]1[CH2:12][CH2:13][NH:8][CH2:9][C@@H:10]1[CH3:38]. No catalyst specified. The yield is 1.00. (3) The reactants are [CH3:1][O:2][C:3]1[C:4]([F:17])=[C:5]([C:9]([N+:14]([O-:16])=[O:15])=[C:10](F)[C:11]=1[F:12])[C:6]([OH:8])=[O:7].[OH-].[NH4+:19]. No catalyst specified. The product is [NH2:19][C:10]1[C:9]([N+:14]([O-:16])=[O:15])=[C:5]([C:4]([F:17])=[C:3]([O:2][CH3:1])[C:11]=1[F:12])[C:6]([OH:8])=[O:7]. The yield is 0.800.